From a dataset of Forward reaction prediction with 1.9M reactions from USPTO patents (1976-2016). Predict the product of the given reaction. (1) Given the reactants [F:1][C:2]([F:13])([F:12])[C:3]1[CH:7]=[CH:6][NH:5][C:4]=1[C:8]([O:10][CH3:11])=O.[Br:14][C:15]1[CH:20]=[CH:19][C:18](B(O)O)=[CH:17][CH:16]=1.[F:24][C:25]1[C:30]([F:31])=C(O)[CH:28]=[CH:27][C:26]=1[CH2:33][CH2:34][C:35](OCC)=[O:36], predict the reaction product. The product is: [Br:14][C:15]1[CH:20]=[CH:19][C:18]([N:5]2[CH:6]=[CH:7][C:3]([C:2]([F:13])([F:12])[F:1])=[C:4]2[CH2:8][O:10][C:11]2[CH:28]=[CH:27][C:26]([CH2:33][CH2:34][CH2:35][OH:36])=[C:25]([F:24])[C:30]=2[F:31])=[CH:17][CH:16]=1. (2) Given the reactants [Cl:1][C:2]1[CH:42]=[CH:41][C:5]([CH2:6][N:7]2[C:15]3[C:14](=[O:16])[N:13](CC4C=CC(OC)=CC=4)[C:12](=[O:26])[N:11]([CH3:27])[C:10]=3[N:9]=[C:8]2[C:28](=[O:40])[C:29]2[CH:34]=[CH:33][CH:32]=[C:31]([O:35][C:36]([F:39])([F:38])[F:37])[CH:30]=2)=[CH:4][CH:3]=1.C(O)(C(F)(F)F)=O.FC(F)(F)S(O)(=O)=O, predict the reaction product. The product is: [Cl:1][C:2]1[CH:3]=[CH:4][C:5]([CH2:6][N:7]2[C:15]3[C:14](=[O:16])[NH:13][C:12](=[O:26])[N:11]([CH3:27])[C:10]=3[N:9]=[C:8]2[C:28](=[O:40])[C:29]2[CH:34]=[CH:33][CH:32]=[C:31]([O:35][C:36]([F:37])([F:38])[F:39])[CH:30]=2)=[CH:41][CH:42]=1. (3) Given the reactants [F:1][C:2]([F:8])([F:7])[C:3]([NH2:6])([CH3:5])[CH3:4].CCN(C(C)C)C(C)C.[Br:18][C:19]1[CH:24]=[CH:23][C:22]([S:25](Cl)(=[O:27])=[O:26])=[CH:21][CH:20]=1, predict the reaction product. The product is: [Br:18][C:19]1[CH:24]=[CH:23][C:22]([S:25]([NH:6][C:3]([CH3:5])([CH3:4])[C:2]([F:8])([F:7])[F:1])(=[O:27])=[O:26])=[CH:21][CH:20]=1. (4) Given the reactants [N:1]1([CH2:7][CH2:8][C:9]([OH:11])=O)[CH2:6][CH2:5][CH2:4][CH2:3][CH2:2]1.CCN(C(C)C)C(C)C.CCN=C=NCCCN(C)C.C1C=CC2N(O)N=NC=2C=1.[CH3:42][N:43]([CH:51]1[CH2:56][CH2:55][NH:54][CH2:53][CH2:52]1)[C:44](=[O:50])[O:45][C:46]([CH3:49])([CH3:48])[CH3:47], predict the reaction product. The product is: [CH3:42][N:43]([CH:51]1[CH2:52][CH2:53][N:54]([C:9](=[O:11])[CH2:8][CH2:7][N:1]2[CH2:2][CH2:3][CH2:4][CH2:5][CH2:6]2)[CH2:55][CH2:56]1)[C:44](=[O:50])[O:45][C:46]([CH3:49])([CH3:47])[CH3:48]. (5) Given the reactants [C:1]([C:3]1[CH:4]=[C:5]([NH:9][C:10]([O:12][CH2:13][CH2:14][C:15]2[CH:20]=[CH:19][C:18](B(O)O)=[CH:17][C:16]=2[O:24][CH2:25][CH3:26])=[O:11])[CH:6]=[CH:7][CH:8]=1)#[N:2].[NH2:27][C:28]1[CH:29]=[C:30]([CH:34]=[CH:35][CH:36]=1)[C:31]([NH2:33])=[O:32].O.[C:38]([OH:42])(=[O:41])[CH:39]=O, predict the reaction product. The product is: [C:31]([C:30]1[CH:29]=[C:28]([NH:27][CH:39]([C:18]2[CH:19]=[CH:20][C:15]([CH2:14][CH2:13][O:12][C:10](=[O:11])[NH:9][C:5]3[CH:6]=[CH:7][CH:8]=[C:3]([C:1]#[N:2])[CH:4]=3)=[C:16]([O:24][CH2:25][CH3:26])[CH:17]=2)[C:38]([OH:42])=[O:41])[CH:36]=[CH:35][CH:34]=1)(=[O:32])[NH2:33]. (6) The product is: [ClH:9].[CH3:17][O:11][C:10]([C:4]1[C:3]([NH2:2])=[CH:8][CH:7]=[C:6]([Cl:9])[N:5]=1)=[O:12]. Given the reactants Cl.[NH2:2][C:3]1[C:4]([C:10]([OH:12])=[O:11])=[N:5][C:6]([Cl:9])=[CH:7][CH:8]=1.S(Cl)(Cl)=O.[CH3:17]O, predict the reaction product. (7) Given the reactants [CH:1]1([CH2:6][C@H:7]([C:11]2[CH:16]=[CH:15][C:14]([Cl:17])=[C:13]([Cl:18])[CH:12]=2)[C:8]([OH:10])=O)[CH2:5][CH2:4][CH2:3][CH2:2]1.C(Cl)(=O)C(Cl)=O.C(N(CC)C(C)C)(C)C.[F:34][C:35]([F:44])([F:43])[C:36]1[CH:37]=[CH:38][C:39]([NH2:42])=[N:40][CH:41]=1, predict the reaction product. The product is: [CH:1]1([CH2:6][C@H:7]([C:11]2[CH:16]=[CH:15][C:14]([Cl:17])=[C:13]([Cl:18])[CH:12]=2)[C:8]([NH:42][C:39]2[CH:38]=[CH:37][C:36]([C:35]([F:43])([F:34])[F:44])=[CH:41][N:40]=2)=[O:10])[CH2:2][CH2:3][CH2:4][CH2:5]1. (8) Given the reactants [C:1]([C:5]1[CH:6]=[C:7]([CH:35]=[CH:36][CH:37]=1)[CH2:8][NH:9][C@@H:10]1[C@@H:15]([OH:16])[C@H:14]([CH2:17][C:18]2[CH:23]=[CH:22][C:21]([N+:24]([O-])=O)=[C:20]([O:27][CH2:28][C:29]([F:32])([F:31])[F:30])[CH:19]=2)[CH2:13][S:12](=[O:34])(=[O:33])[CH2:11]1)([CH3:4])([CH3:3])[CH3:2].[ClH:38].CCOC(C)=O, predict the reaction product. The product is: [ClH:38].[NH2:24][C:21]1[CH:22]=[CH:23][C:18]([CH2:17][C@H:14]2[C@H:15]([OH:16])[C@@H:10]([NH:9][CH2:8][C:7]3[CH:35]=[CH:36][CH:37]=[C:5]([C:1]([CH3:3])([CH3:4])[CH3:2])[CH:6]=3)[CH2:11][S:12](=[O:33])(=[O:34])[CH2:13]2)=[CH:19][C:20]=1[O:27][CH2:28][C:29]([F:32])([F:30])[F:31]. (9) Given the reactants C(OC([NH:8][C@@H:9]([C:16](O)=O)[CH2:10][C:11]1[N:15]=[CH:14][NH:13][CH:12]=1)=O)(C)(C)C.[CH3:19][O:20][C:21]1[CH:26]=[CH:25][CH:24]=[CH:23][C:22]=1[C@@H:27]([NH2:29])[CH3:28], predict the reaction product. The product is: [NH:13]1[CH:12]=[C:11]([CH2:10][C@@H:9]([NH2:8])[CH2:16][NH:29][C@H:27]([C:22]2[CH:23]=[CH:24][CH:25]=[CH:26][C:21]=2[O:20][CH3:19])[CH3:28])[N:15]=[CH:14]1.